Task: Predict the reaction yield, written as a fraction of the theoretical maximum amount of product (1.0 means a 100% yield; for example, 0.34 means a 34% yield).. Dataset: Reaction yield outcomes from USPTO patents with 853,638 reactions (1) The reactants are [CH:1]([C:4]1[CH:9]=[CH:8][C:7]([CH:10]2[C:14]3[C:15]([CH3:21])=[CH:16][C:17]([CH3:20])=[C:18]([CH3:19])[C:13]=3[O:12][CH2:11]2)=[CH:6][CH:5]=1)([CH3:3])[CH3:2].C([O-])(=O)C.[Na+].[Br:27]Br.O. The catalyst is C(#N)C. The product is [Br:27][C:16]1[C:17]([CH3:20])=[C:18]([CH3:19])[C:13]2[O:12][CH2:11][CH:10]([C:7]3[CH:6]=[CH:5][C:4]([CH:1]([CH3:3])[CH3:2])=[CH:9][CH:8]=3)[C:14]=2[C:15]=1[CH3:21]. The yield is 0.990. (2) The product is [CH3:37][C:36]1([CH3:41])[O:2][CH:3]([CH2:4][O:5][C:6]2[CH:7]=[CH:8][C:9]([CH2:12][CH2:13][CH2:14][CH2:15][NH:16][C:17]([NH:19][C:20]([C:22]3[C:27]([NH2:28])=[N:26][C:25]([NH2:29])=[C:24]([Cl:30])[N:23]=3)=[O:21])=[NH:18])=[CH:10][CH:11]=2)[CH2:31][O:32]1. The yield is 0.810. The catalyst is CC(C)=O. The reactants are Cl.[OH:2][CH:3]([CH2:31][OH:32])[CH2:4][O:5][C:6]1[CH:11]=[CH:10][C:9]([CH2:12][CH2:13][CH2:14][CH2:15][NH:16][C:17]([NH:19][C:20]([C:22]2[C:27]([NH2:28])=[N:26][C:25]([NH2:29])=[C:24]([Cl:30])[N:23]=2)=[O:21])=[NH:18])=[CH:8][CH:7]=1.CO.O.[C:36]1(C)[CH:41]=CC(S(O)(=O)=O)=C[CH:37]=1. (3) The reactants are NCCCC1C=CC(S([N:14]([C:16]2C=CC(OC)=[C:18]([O:24]C)[CH:17]=2)C)(=O)=O)=CC=1.COC1C=C(N(C)S(C2C=C[C:43]([CH2:46][CH2:47][CH2:48][N:49]3[C:57](=O)[C:56]4[C:51](=[CH:52][CH:53]=[CH:54][CH:55]=4)[C:50]3=O)=CC=2)(=O)=O)C=CC=1OC. No catalyst specified. The product is [N:49]1([CH2:50][C:51]2[CH:52]=[C:53]([CH:54]=[CH:55][CH:56]=2)[O:24][CH2:18][CH2:17][CH2:16][NH2:14])[CH2:57][CH2:43][CH2:46][CH2:47][CH2:48]1. The yield is 0.910. (4) The reactants are C([O:3][C:4](=[O:32])[CH2:5][O:6][C:7]1[CH:12]=[CH:11][C:10]([C@@H:13]2[CH2:17][CH2:16][C@H:15]([NH:18][C@@H:19]([C:21]3[C:30]4[C:25](=[CH:26][CH:27]=[CH:28][CH:29]=4)[C:24]([F:31])=[CH:23][CH:22]=3)[CH3:20])[CH2:14]2)=[CH:9][CH:8]=1)C.[OH-].[Na+].Cl. The catalyst is C(O)C. The product is [F:31][C:24]1[C:25]2[C:30](=[CH:29][CH:28]=[CH:27][CH:26]=2)[C:21]([C@H:19]([NH:18][C@H:15]2[CH2:16][CH2:17][C@@H:13]([C:10]3[CH:11]=[CH:12][C:7]([O:6][CH2:5][C:4]([OH:32])=[O:3])=[CH:8][CH:9]=3)[CH2:14]2)[CH3:20])=[CH:22][CH:23]=1. The yield is 0.990. (5) The reactants are [CH2:1]([O:8][C:9]([N:11]1[CH2:16][CH2:15][CH2:14][C:13](=[N:17][NH:18][C:19]([O:21][C:22]([CH3:25])([CH3:24])[CH3:23])=[O:20])[CH2:12]1)=[O:10])[C:2]1[CH:7]=[CH:6][CH:5]=[CH:4][CH:3]=1.C([BH3-])#N.[Na+].O.C1(C)C=CC(S(O)(=O)=O)=CC=1. The catalyst is O1CCCC1. The product is [C:22]([O:21][C:19]([NH:18][NH:17][CH:13]1[CH2:14][CH2:15][CH2:16][N:11]([C:9]([O:8][CH2:1][C:2]2[CH:7]=[CH:6][CH:5]=[CH:4][CH:3]=2)=[O:10])[CH2:12]1)=[O:20])([CH3:25])([CH3:23])[CH3:24]. The yield is 0.730. (6) The reactants are [Cl:1]Cl.C(O)(=O)C.[CH3:7][O:8][C:9]1[CH:32]=[CH:31][C:12]([O:13][C:14]2[CH:15]=[CH:16][C:17]3[O:22][CH:21]([C:23]([F:26])([F:25])[F:24])[C:20]([C:27]([OH:29])=[O:28])=[CH:19][C:18]=3[CH:30]=2)=[CH:11][CH:10]=1. No catalyst specified. The product is [Cl:1][C:32]1[CH:31]=[C:12]([CH:11]=[CH:10][C:9]=1[O:8][CH3:7])[O:13][C:14]1[CH:15]=[CH:16][C:17]2[O:22][CH:21]([C:23]([F:26])([F:25])[F:24])[C:20]([C:27]([OH:29])=[O:28])=[CH:19][C:18]=2[CH:30]=1. The yield is 0.530. (7) The reactants are C(OC(=O)[NH:10][C@@H:11]1[CH2:17][CH2:16][CH2:15][N:14]([C:18]2[N:19]([CH3:40])[N:20]=[CH:21][C:22]=2[NH:23][C:24]([C:26]2[N:27]=[C:28](Br)[S:29][C:30]=2[NH:31]C(OC(C)(C)C)=O)=[O:25])[CH2:13][CH2:12]1)C1C=CC=CC=1.[F:42][C:43]1[CH:48]=[C:47]([CH3:49])[CH:46]=[CH:45][C:44]=1B(O)O. No catalyst specified. The product is [NH2:31][C:30]1[S:29][C:28]([C:44]2[CH:45]=[CH:46][C:47]([CH3:49])=[CH:48][C:43]=2[F:42])=[N:27][C:26]=1[C:24]([NH:23][C:22]1[CH:21]=[N:20][N:19]([CH3:40])[C:18]=1[N:14]1[CH2:15][CH2:16][CH2:17][C@@H:11]([NH2:10])[CH2:12][CH2:13]1)=[O:25]. The yield is 0.205. (8) The reactants are [F:1][C:2]1[CH:3]=[C:4]([C:8](=[O:10])[CH3:9])[CH:5]=[CH:6][CH:7]=1.[CH3:11][N:12]([CH:14](OC)OC)[CH3:13]. No catalyst specified. The product is [CH3:11][N:12]([CH3:14])/[CH:13]=[CH:9]/[C:8]([C:4]1[CH:5]=[CH:6][CH:7]=[C:2]([F:1])[CH:3]=1)=[O:10]. The yield is 0.920. (9) The reactants are [ClH:1].C(OC([NH:9][CH2:10][C@H:11]([N:16]1[CH2:21][CH2:20][N:19]([S:22]([CH3:25])(=[O:24])=[O:23])[CH2:18][CH2:17]1)[C:12]([O:14][CH3:15])=[O:13])=O)(C)(C)C. The catalyst is C(O)(C)C.CO. The product is [ClH:1].[NH2:9][CH2:10][C@H:11]([N:16]1[CH2:21][CH2:20][N:19]([S:22]([CH3:25])(=[O:24])=[O:23])[CH2:18][CH2:17]1)[C:12]([O:14][CH3:15])=[O:13]. The yield is 1.00.